This data is from Full USPTO retrosynthesis dataset with 1.9M reactions from patents (1976-2016). The task is: Predict the reactants needed to synthesize the given product. (1) Given the product [CH3:1][S:2]([C:5]1[CH:6]=[C:7]([CH:12]=[CH:13][CH:14]=1)[CH2:8][OH:9])(=[O:3])=[O:4], predict the reactants needed to synthesize it. The reactants are: [CH3:1][S:2]([C:5]1[CH:6]=[C:7]([CH:12]=[CH:13][CH:14]=1)[C:8](OC)=[O:9])(=[O:4])=[O:3].[H-].[Al+3].[Li+].[H-].[H-].[H-]. (2) Given the product [CH2:5]([N:12]([CH2:13][CH2:14][OH:15])[C:1](=[O:3])[CH3:2])[C:6]1[CH:11]=[CH:10][CH:9]=[CH:8][CH:7]=1, predict the reactants needed to synthesize it. The reactants are: [C:1](Cl)(=[O:3])[CH3:2].[CH2:5]([NH:12][CH2:13][CH2:14][OH:15])[C:6]1[CH:11]=[CH:10][CH:9]=[CH:8][CH:7]=1.C(N(CC)CC)C. (3) Given the product [F:36][C:35]([F:38])([F:37])[C:33]1[CH:32]=[CH:31][N:30]=[C:29]([N:1]2[CH:5]=[C:4]([C:6]([NH:8][C:9]3[CH:14]=[CH:13][C:12]([C@@H:15]4[O:20][CH2:19][CH2:18][N:17]([C:21]([O:23][C:24]([CH3:27])([CH3:26])[CH3:25])=[O:22])[CH2:16]4)=[CH:11][CH:10]=3)=[O:7])[CH:3]=[N:2]2)[CH:34]=1, predict the reactants needed to synthesize it. The reactants are: [NH:1]1[CH:5]=[C:4]([C:6]([NH:8][C:9]2[CH:14]=[CH:13][C:12]([C@@H:15]3[O:20][CH2:19][CH2:18][N:17]([C:21]([O:23][C:24]([CH3:27])([CH3:26])[CH3:25])=[O:22])[CH2:16]3)=[CH:11][CH:10]=2)=[O:7])[CH:3]=[N:2]1.Br[C:29]1[CH:34]=[C:33]([C:35]([F:38])([F:37])[F:36])[CH:32]=[CH:31][N:30]=1.C(=O)([O-])[O-].[K+].[K+].O. (4) Given the product [CH3:1][C:2]1[CH:11]=[C:10]([CH2:12][O:13][C:14]2[CH:19]=[CH:18][C:17]([S:20]([NH:23][C@H:24]3[CH2:28][NH:27][CH2:26][C@H:25]3[C:36]([OH:38])=[O:37])(=[O:21])=[O:22])=[CH:16][CH:15]=2)[C:9]2[C:4](=[CH:5][CH:6]=[CH:7][CH:8]=2)[N:3]=1, predict the reactants needed to synthesize it. The reactants are: [CH3:1][C:2]1[CH:11]=[C:10]([CH2:12][O:13][C:14]2[CH:19]=[CH:18][C:17]([S:20]([NH:23][C@H:24]3[CH2:28][N:27](C(OC(C)(C)C)=O)[CH2:26][C@H:25]3[C:36]([O:38]C(C)(C)C)=[O:37])(=[O:22])=[O:21])=[CH:16][CH:15]=2)[C:9]2[C:4](=[CH:5][CH:6]=[CH:7][CH:8]=2)[N:3]=1.FC(F)(F)C(O)=O.